From a dataset of NCI-60 drug combinations with 297,098 pairs across 59 cell lines. Regression. Given two drug SMILES strings and cell line genomic features, predict the synergy score measuring deviation from expected non-interaction effect. (1) Drug 1: CC1=C2C(C(=O)C3(C(CC4C(C3C(C(C2(C)C)(CC1OC(=O)C(C(C5=CC=CC=C5)NC(=O)OC(C)(C)C)O)O)OC(=O)C6=CC=CC=C6)(CO4)OC(=O)C)OC)C)OC. Drug 2: C1CN1P(=S)(N2CC2)N3CC3. Cell line: NCIH23. Synergy scores: CSS=46.9, Synergy_ZIP=-9.91, Synergy_Bliss=-14.3, Synergy_Loewe=-13.4, Synergy_HSA=-10.3. (2) Drug 1: CCC1=CC2CC(C3=C(CN(C2)C1)C4=CC=CC=C4N3)(C5=C(C=C6C(=C5)C78CCN9C7C(C=CC9)(C(C(C8N6C)(C(=O)OC)O)OC(=O)C)CC)OC)C(=O)OC.C(C(C(=O)O)O)(C(=O)O)O. Drug 2: CC1C(C(CC(O1)OC2CC(CC3=C2C(=C4C(=C3O)C(=O)C5=C(C4=O)C(=CC=C5)OC)O)(C(=O)C)O)N)O.Cl. Cell line: OVCAR-5. Synergy scores: CSS=58.8, Synergy_ZIP=-0.0977, Synergy_Bliss=2.90, Synergy_Loewe=-8.02, Synergy_HSA=2.80. (3) Drug 1: CCCS(=O)(=O)NC1=C(C(=C(C=C1)F)C(=O)C2=CNC3=C2C=C(C=N3)C4=CC=C(C=C4)Cl)F. Drug 2: CC1=C(C(CCC1)(C)C)C=CC(=CC=CC(=CC(=O)O)C)C. Cell line: IGROV1. Synergy scores: CSS=3.99, Synergy_ZIP=-2.87, Synergy_Bliss=-3.72, Synergy_Loewe=-3.47, Synergy_HSA=-3.43. (4) Drug 1: CN(C)N=NC1=C(NC=N1)C(=O)N. Drug 2: CC(C)(C#N)C1=CC(=CC(=C1)CN2C=NC=N2)C(C)(C)C#N. Cell line: SNB-75. Synergy scores: CSS=-0.115, Synergy_ZIP=-0.136, Synergy_Bliss=0.746, Synergy_Loewe=-0.999, Synergy_HSA=-0.999.